Dataset: Reaction yield outcomes from USPTO patents with 853,638 reactions. Task: Predict the reaction yield, written as a fraction of the theoretical maximum amount of product (1.0 means a 100% yield; for example, 0.34 means a 34% yield). (1) The reactants are [O:1]1[C:6]2[CH:7]=[CH:8][CH:9]=[C:10]([O:11][C:12]([N:14]3[CH2:18][C@H:17]([SH:19])[CH2:16][C@H:15]3[CH2:20][O:21][CH2:22][C:23]3[CH:28]=[C:27]([F:29])[C:26]([F:30])=[CH:25][C:24]=3[F:31])=[O:13])[C:5]=2[O:4][CH2:3][CH2:2]1.[C:32](Cl)(=[O:34])[CH3:33]. The catalyst is N1C=CC=CC=1. The product is [O:1]1[C:6]2[CH:7]=[CH:8][CH:9]=[C:10]([O:11][C:12]([N:14]3[CH2:18][C@H:17]([S:19][C:32](=[O:34])[CH3:33])[CH2:16][C@H:15]3[CH2:20][O:21][CH2:22][C:23]3[CH:28]=[C:27]([F:29])[C:26]([F:30])=[CH:25][C:24]=3[F:31])=[O:13])[C:5]=2[O:4][CH2:3][CH2:2]1. The yield is 0.910. (2) The reactants are [CH3:1][C:2]1[CH:3]=[C:4]([C:8]2[N:12]([S:13]([C:16]3[CH:21]=[CH:20][C:19]([CH3:22])=[CH:18][CH:17]=3)(=[O:15])=[O:14])[CH:11]=[C:10]([CH:23]=O)[CH:9]=2)[CH:5]=[CH:6][CH:7]=1.[Cl-:25].[CH3:26][NH3+:27].C([BH3-])#N.[Na+]. No catalyst specified. The product is [ClH:25].[CH3:26][NH:27][CH2:23][C:10]1[CH:9]=[C:8]([C:4]2[CH:5]=[CH:6][CH:7]=[C:2]([CH3:1])[CH:3]=2)[N:12]([S:13]([C:16]2[CH:17]=[CH:18][C:19]([CH3:22])=[CH:20][CH:21]=2)(=[O:14])=[O:15])[CH:11]=1. The yield is 0.520. (3) The reactants are [CH2:1]1[CH:6]2[CH2:7][C:8]3([NH2:11])[CH2:10][CH:4]([CH2:5]2)[CH2:3][CH:2]1[CH2:9]3.[CH3:12][S:13][C:14]1[CH:19]=[CH:18][C:17]([C:20]2[S:24][C:23]([CH:25]=O)=[CH:22][CH:21]=2)=[CH:16][CH:15]=1. No catalyst specified. The product is [CH3:12][S:13][C:14]1[CH:15]=[CH:16][C:17]([C:20]2[S:24][C:23]([CH2:25][NH:11][C:8]34[CH2:10][CH:4]5[CH2:5][CH:6]([CH2:1][CH:2]([CH2:3]5)[CH2:9]3)[CH2:7]4)=[CH:22][CH:21]=2)=[CH:18][CH:19]=1. The yield is 0.720. (4) The reactants are [Cl:1][C:2]1[N:3]=[N:4][CH:5]=[C:6]([Cl:9])[C:7]=1Cl.[NH4+:10].[OH-]. The catalyst is CCO. The product is [Cl:1][C:2]1[N:3]=[N:4][CH:5]=[C:6]([Cl:9])[C:7]=1[NH2:10]. The yield is 0.360.